From a dataset of Catalyst prediction with 721,799 reactions and 888 catalyst types from USPTO. Predict which catalyst facilitates the given reaction. (1) Reactant: [CH3:1][C:2]1[CH:7]=[CH:6][C:5]([N+:8]([O-:10])=[O:9])=[CH:4][N:3]=1.[Se](=O)=[O:12]. Product: [N+:8]([C:5]1[CH:6]=[CH:7][C:2]([CH:1]=[O:12])=[N:3][CH:4]=1)([O-:10])=[O:9]. The catalyst class is: 12. (2) Reactant: COC1C=CC(C[NH:8][CH:9]2[C:15]3=[N:16][C:17]([C:21]4[CH:26]=[CH:25][N:24]=[CH:23][CH:22]=4)=[CH:18][C:19](=[O:20])[N:14]3[CH2:13][CH2:12][O:11][CH2:10]2)=CC=1.[N+]([O-])([O-])=O.[Ce].[NH4+]. Product: [NH2:8][CH:9]1[C:15]2=[N:16][C:17]([C:21]3[CH:26]=[CH:25][N:24]=[CH:23][CH:22]=3)=[CH:18][C:19](=[O:20])[N:14]2[CH2:13][CH2:12][O:11][CH2:10]1. The catalyst class is: 47. (3) Reactant: [F:1][C:2]1[CH:30]=[CH:29][C:5]([O:6][C:7]2[C:8]([NH:20][C:21]3[CH:28]=[CH:27][C:24]([C:25]#[N:26])=[CH:23][N:22]=3)=[N:9][CH:10]=[C:11]([S:13][C:14]3[N:19]=[CH:18][CH:17]=[CH:16][N:15]=3)[CH:12]=2)=[CH:4][CH:3]=1.C([Sn]([N:44]=[N+:45]=[N-:46])(CCCC)CCCC)CCC. The catalyst class is: 11. Product: [F:1][C:2]1[CH:3]=[CH:4][C:5]([O:6][C:7]2[C:8]([NH:20][C:21]3[CH:28]=[CH:27][C:24]([C:25]4[NH:46][N:45]=[N:44][N:26]=4)=[CH:23][N:22]=3)=[N:9][CH:10]=[C:11]([S:13][C:14]3[N:15]=[CH:16][CH:17]=[CH:18][N:19]=3)[CH:12]=2)=[CH:29][CH:30]=1. (4) Reactant: CN([CH:4]=[CH:5][C:6]([C:8]1[CH:13]=[CH:12][C:11]([Br:14])=[CH:10][CH:9]=1)=O)C.[NH:15]([C:19]1[CH:24]=[CH:23][C:22]([S:25]([NH2:28])(=[O:27])=[O:26])=[CH:21][CH:20]=1)[C:16]([NH2:18])=[NH:17].CN1C(=O)CCC1. Product: [Br:14][C:11]1[CH:12]=[CH:13][C:8]([C:6]2[CH:5]=[CH:4][N:18]=[C:16]([NH:15][C:19]3[CH:24]=[CH:23][C:22]([S:25]([NH2:28])(=[O:26])=[O:27])=[CH:21][CH:20]=3)[N:17]=2)=[CH:9][CH:10]=1. The catalyst class is: 6.